This data is from Full USPTO retrosynthesis dataset with 1.9M reactions from patents (1976-2016). The task is: Predict the reactants needed to synthesize the given product. (1) Given the product [CH2:1]([O:5][C:6]([C:8]1[N:9]=[C:10]([O:27][C:23]2[CH:24]=[CH:25][CH:26]=[C:21]([F:20])[CH:22]=2)[C:11]2[C:16]([C:17]=1[OH:18])=[CH:15][CH:14]=[CH:13][CH:12]=2)=[O:7])[CH2:2][CH2:3][CH3:4], predict the reactants needed to synthesize it. The reactants are: [CH2:1]([O:5][C:6]([C:8]1[N:9]=[C:10](Cl)[C:11]2[C:16]([C:17]=1[OH:18])=[CH:15][CH:14]=[CH:13][CH:12]=2)=[O:7])[CH2:2][CH2:3][CH3:4].[F:20][C:21]1[CH:22]=[C:23]([OH:27])[CH:24]=[CH:25][CH:26]=1. (2) Given the product [N+:19]([C:15]1[CH:14]=[C:13]([CH:18]=[CH:17][CH:16]=1)[CH2:12][N:9]1[C:4]2[N:5]=[C:6]([NH2:8])[N:7]=[C:2]([C:32]3[N:28]([CH2:27][O:26][CH2:25][CH2:24][Si:23]([CH3:37])([CH3:36])[CH3:22])[N:29]=[CH:30][CH:31]=3)[C:3]=2[N:11]=[N:10]1)([O-:21])=[O:20], predict the reactants needed to synthesize it. The reactants are: Cl[C:2]1[C:3]2[N:11]=[N:10][N:9]([CH2:12][C:13]3[CH:18]=[CH:17][CH:16]=[C:15]([N+:19]([O-:21])=[O:20])[CH:14]=3)[C:4]=2[N:5]=[C:6]([NH2:8])[N:7]=1.[CH3:22][Si:23]([CH3:37])([CH3:36])[CH2:24][CH2:25][O:26][CH2:27][N:28]1[C:32](B(O)O)=[CH:31][CH:30]=[N:29]1.C([O-])(O)=O.[Na+]. (3) The reactants are: [CH2:1]([O:3][C:4]([C:6]1[O:7][C:8]2[CH:15]=[CH:14][CH:13]=[C:12]([OH:16])[C:9]=2[C:10]=1[CH3:11])=[O:5])[CH3:2].I[CH2:18][CH2:19][CH3:20].C([O-])([O-])=O.[K+].[K+]. Given the product [CH2:1]([O:3][C:4]([C:6]1[O:7][C:8]2[CH:15]=[CH:14][CH:13]=[C:12]([O:16][CH2:18][CH2:19][CH3:20])[C:9]=2[C:10]=1[CH3:11])=[O:5])[CH3:2], predict the reactants needed to synthesize it. (4) The reactants are: [Cl:1][C:2]1[CH:36]=[C:35]([Cl:37])[CH:34]=[CH:33][C:3]=1[CH2:4][CH2:5][NH:6][C:7]([C:9]1[CH:31]=[CH:30][C:12]([O:13][C:14]2[CH:19]=[CH:18][C:17]([CH2:20][C:21]([O:23]C(C)(C)C)=[O:22])=[CH:16][C:15]=2[C:28]#[N:29])=[CH:11][C:10]=1[F:32])=[O:8].C(O)(C(F)(F)F)=O. Given the product [Cl:1][C:2]1[CH:36]=[C:35]([Cl:37])[CH:34]=[CH:33][C:3]=1[CH2:4][CH2:5][NH:6][C:7]([C:9]1[CH:31]=[CH:30][C:12]([O:13][C:14]2[CH:19]=[CH:18][C:17]([CH2:20][C:21]([OH:23])=[O:22])=[CH:16][C:15]=2[C:28]#[N:29])=[CH:11][C:10]=1[F:32])=[O:8], predict the reactants needed to synthesize it. (5) Given the product [CH3:1][O:2][C:3]1[CH:4]=[CH:5][C:6]([CH2:7][N:8]([CH2:35][C:36]2[CH:37]=[CH:38][C:39]([O:42][CH3:43])=[CH:40][CH:41]=2)[C:9]2[CH:14]=[C:13]([CH:15]([CH2:21][C:22]3[N:23]=[CH:24][N:25]4[C:34]5[C:29](=[CH:30][CH:31]=[CH:32][CH:33]=5)[CH2:28][CH2:27][C:26]=34)[C:16]([OH:18])=[O:17])[CH:12]=[CH:11][N:10]=2)=[CH:44][CH:45]=1, predict the reactants needed to synthesize it. The reactants are: [CH3:1][O:2][C:3]1[CH:45]=[CH:44][C:6]([CH2:7][N:8]([CH2:35][C:36]2[CH:41]=[CH:40][C:39]([O:42][CH3:43])=[CH:38][CH:37]=2)[C:9]2[CH:14]=[C:13]([CH:15]([CH2:21][C:22]3[N:23]=[CH:24][N:25]4[C:34]5[C:29](=[CH:30][CH:31]=[CH:32][CH:33]=5)[CH2:28][CH2:27][C:26]=34)[C:16]([O:18]CC)=[O:17])[CH:12]=[CH:11][N:10]=2)=[CH:5][CH:4]=1.[OH-].[Na+]. (6) Given the product [CH3:25][N:4]1[CH2:5][CH2:6][CH2:7][N:1]([C:8]([N:10]2[CH2:11][CH:12]([O:14][C:15]3[CH:16]=[CH:17][C:18]([C:21]([NH:23][CH3:24])=[O:22])=[N:19][CH:20]=3)[CH2:13]2)=[O:9])[CH2:2][CH2:3]1, predict the reactants needed to synthesize it. The reactants are: [N:1]1([C:8]([N:10]2[CH2:13][CH:12]([O:14][C:15]3[CH:16]=[CH:17][C:18]([C:21]([NH:23][CH3:24])=[O:22])=[N:19][CH:20]=3)[CH2:11]2)=[O:9])[CH2:7][CH2:6][CH2:5][NH:4][CH2:3][CH2:2]1.[CH2:25]=O. (7) The reactants are: [Si:1]([O:8][CH2:9][C:10]1[N:11]([CH3:43])[C:12]2[C:17]([CH:18]=1)=[CH:16][C:15]1[C:19](=[N:31][CH2:32][C:33]3[CH:38]=[CH:37][C:36]([O:39][CH3:40])=[CH:35][C:34]=3[O:41][CH3:42])[CH2:20][CH2:21][CH2:22][N:23]([C:24]([O:26][C:27]([CH3:30])([CH3:29])[CH3:28])=[O:25])[C:14]=1[CH:13]=2)([C:4]([CH3:7])([CH3:6])[CH3:5])([CH3:3])[CH3:2].[CH:44]([C:53](OC)=[O:54])([C:49](OC)=[O:50])[C:45]([O:47][CH3:48])=[O:46]. Given the product [Si:1]([O:8][CH2:9][C:10]1[N:11]([CH3:43])[C:12]2[CH:13]=[C:14]3[N:23]([C:24]([O:26][C:27]([CH3:30])([CH3:29])[CH3:28])=[O:25])[CH2:22][CH2:21][C:20]4[C:53]([OH:54])=[C:44]([C:45]([O:47][CH3:48])=[O:46])[C:49](=[O:50])[N:31]([CH2:32][C:33]5[CH:38]=[CH:37][C:36]([O:39][CH3:40])=[CH:35][C:34]=5[O:41][CH3:42])[C:19]=4[C:15]3=[CH:16][C:17]=2[CH:18]=1)([C:4]([CH3:5])([CH3:6])[CH3:7])([CH3:2])[CH3:3], predict the reactants needed to synthesize it. (8) Given the product [CH3:13][O:12][C:6]1[CH:7]=[C:8]([O:10][CH3:11])[CH:9]=[C:2]([B:19]2[O:23][C:22]([CH3:25])([CH3:24])[C:21]([CH3:27])([CH3:26])[O:20]2)[C:3]=1[CH:4]=[O:5], predict the reactants needed to synthesize it. The reactants are: Br[C:2]1[CH:9]=[C:8]([O:10][CH3:11])[CH:7]=[C:6]([O:12][CH3:13])[C:3]=1[CH:4]=[O:5].CC([O-])=O.[K+].[B:19]1([B:19]2[O:23][C:22]([CH3:25])([CH3:24])[C:21]([CH3:27])([CH3:26])[O:20]2)[O:23][C:22]([CH3:25])([CH3:24])[C:21]([CH3:27])([CH3:26])[O:20]1. (9) Given the product [CH2:20]([O:19][C:17]([C:6]1[C:5]2[C:9](=[CH:10][CH:11]=[C:3]([O:2][CH3:1])[CH:4]=2)[NH:8][CH:7]=1)=[O:18])[CH3:21], predict the reactants needed to synthesize it. The reactants are: [CH3:1][O:2][C:3]1[CH:4]=[C:5]2[C:9](=[CH:10][CH:11]=1)[NH:8][CH:7]=[CH:6]2.C([Mg]Br)C.Cl[C:17]([O:19][CH2:20][CH3:21])=[O:18]. (10) Given the product [OH:8][CH2:9][C:10]1[O:12][C:13]2[C:14]([O:26][CH3:27])=[C:15]([O:24][CH3:25])[C:16]([O:22][CH3:23])=[CH:17][C:18]=2[N:19]=1, predict the reactants needed to synthesize it. The reactants are: C([O:8][CH2:9][C:10]([O:12][C:13]1[C:18]([N+:19]([O-])=O)=[CH:17][C:16]([O:22][CH3:23])=[C:15]([O:24][CH3:25])[C:14]=1[O:26][CH3:27])=O)C1C=CC=CC=1.